From a dataset of Tyrosyl-DNA phosphodiesterase HTS with 341,365 compounds. Binary Classification. Given a drug SMILES string, predict its activity (active/inactive) in a high-throughput screening assay against a specified biological target. The compound is o1c(CN2C(=O)/C(=C/c3ccc(N(C)C)cc3)C(=O)NC2=O)ccc1. The result is 1 (active).